This data is from Reaction yield outcomes from USPTO patents with 853,638 reactions. The task is: Predict the reaction yield, written as a fraction of the theoretical maximum amount of product (1.0 means a 100% yield; for example, 0.34 means a 34% yield). (1) The reactants are [C:1]([C:4]1[C:9](=[O:10])[C:8]([O:11][CH3:12])=[CH:7][N:6]([C:13]2[CH:18]=[CH:17][CH:16]=[C:15]([Br:19])[C:14]=2[F:20])[N:5]=1)(=O)[CH3:2].[CH3:21]C(O)=O.[C:25]1([NH:31][NH2:32])[CH:30]=[CH:29][CH:28]=[CH:27][CH:26]=1. The catalyst is COC(OC)N(C)C.Cl. The product is [Br:19][C:15]1[C:14]([F:20])=[C:13]([N:6]2[CH:7]=[C:8]([O:11][CH3:12])[C:9](=[O:10])[C:4]([C:1]3[N:31]([C:25]4[CH:30]=[CH:29][CH:28]=[CH:27][CH:26]=4)[N:32]=[CH:21][CH:2]=3)=[N:5]2)[CH:18]=[CH:17][CH:16]=1. The yield is 0.590. (2) The reactants are [OH:1][C:2]1[CH:3]=[C:4]([CH:7]=[CH:8][CH:9]=1)[C:5]#[N:6].Br[CH2:11][CH:12]=[C:13]([CH3:15])[CH3:14].C(=O)([O-])[O-].[K+].[K+].O. The catalyst is CN(C)C=O. The product is [CH3:14][C:13]([CH3:15])=[CH:12][CH2:11][O:1][C:2]1[CH:3]=[C:4]([CH:7]=[CH:8][CH:9]=1)[C:5]#[N:6]. The yield is 0.994. (3) The reactants are [NH2:1][C:2]1[CH:3]=[C:4]([C:8]([NH:10][C@@:11]2([C:16]([OH:18])=O)[CH2:15][CH2:14][O:13][CH2:12]2)=[O:9])[CH:5]=[N:6][CH:7]=1.[F:19][C:20]1[CH:27]=[C:26]([NH:28][C:29]2[CH:34]=[CH:33][C:32]([O:35][CH3:36])=[CH:31][C:30]=2[C:37]([F:40])([F:39])[F:38])[CH:25]=[CH:24][C:21]=1[CH2:22][NH2:23]. No catalyst specified. The product is [NH2:1][C:2]1[CH:7]=[N:6][CH:5]=[C:4]([CH:3]=1)[C:8]([NH:10][C@@:11]1([C:16](=[O:18])[NH:23][CH2:22][C:21]2[CH:24]=[CH:25][C:26]([NH:28][C:29]3[CH:34]=[CH:33][C:32]([O:35][CH3:36])=[CH:31][C:30]=3[C:37]([F:38])([F:39])[F:40])=[CH:27][C:20]=2[F:19])[CH2:15][CH2:14][O:13][CH2:12]1)=[O:9]. The yield is 0.270. (4) The reactants are [Br:1][C:2]1[CH:7]=[CH:6][C:5]([N:8]2[C:17]3[C:12](=[CH:13][C:14]([S:18](Cl)(=[O:20])=[O:19])=[CH:15][CH:16]=3)[N:11]=[CH:10][C:9]2=[O:22])=[C:4]([O:23][CH3:24])[CH:3]=1.ClCCl.[N:28]1[CH:33]=[CH:32][CH:31]=[N:30][C:29]=1[NH2:34]. The catalyst is N1C=CC=CC=1. The product is [Br:1][C:2]1[CH:7]=[CH:6][C:5]([N:8]2[C:17]3[C:12](=[CH:13][C:14]([S:18]([NH:34][C:29]4[N:30]=[CH:31][CH:32]=[CH:33][N:28]=4)(=[O:20])=[O:19])=[CH:15][CH:16]=3)[N:11]=[CH:10][C:9]2=[O:22])=[C:4]([O:23][CH3:24])[CH:3]=1. The yield is 0.528. (5) The reactants are Br[C:2]1[S:19][C:5]2[C:6](=[O:18])[N:7]([CH3:17])[CH2:8][CH:9]([C:10]3[CH:15]=[CH:14][C:13]([Cl:16])=[CH:12][CH:11]=3)[C:4]=2[CH:3]=1.[NH:20]1[CH2:25][CH2:24][O:23][CH2:22][CH2:21]1.O1CCOCC1.C(=O)([O-])[O-].[Cs+].[Cs+].C1(P(C2C=CC=CC=2)C2C3OC4C(=CC=CC=4P(C4C=CC=CC=4)C4C=CC=CC=4)C(C)(C)C=3C=CC=2)C=CC=CC=1. The catalyst is C1C=CC(/C=C/C(/C=C/C2C=CC=CC=2)=O)=CC=1.C1C=CC(/C=C/C(/C=C/C2C=CC=CC=2)=O)=CC=1.C1C=CC(/C=C/C(/C=C/C2C=CC=CC=2)=O)=CC=1.[Pd].[Pd]. The product is [Cl:16][C:13]1[CH:14]=[CH:15][C:10]([CH:9]2[CH2:8][N:7]([CH3:17])[C:6](=[O:18])[C:5]3[S:19][C:2]([N:20]4[CH2:25][CH2:24][O:23][CH2:22][CH2:21]4)=[CH:3][C:4]2=3)=[CH:11][CH:12]=1. The yield is 0.190.